Task: Predict the reactants needed to synthesize the given product.. Dataset: Retrosynthesis with 50K atom-mapped reactions and 10 reaction types from USPTO Given the product COc1ccc([C@]23CCN[C@H]2C[C@H](NC(=O)Nc2ccc(F)c(F)c2)CC3)cc1OC, predict the reactants needed to synthesize it. The reactants are: COc1ccc([C@@]23CC[C@@H](NC(=O)Nc4ccc(F)c(F)c4)C[C@@H]2N(Cc2ccccc2)CC3)cc1OC.